Dataset: Full USPTO retrosynthesis dataset with 1.9M reactions from patents (1976-2016). Task: Predict the reactants needed to synthesize the given product. (1) Given the product [Cl:28][C:15]1[CH:16]=[C:17]([Cl:27])[CH:18]=[C:19]([CH2:20][N:21]2[CH2:22][CH2:23][O:24][CH2:25][CH2:26]2)[C:14]=1[C:4]1[C:5]2[CH:13]=[CH:12][CH:11]=[CH:10][C:6]=2[NH:7][C:8](=[O:9])[CH:2]([NH:1][C:35](=[O:36])[C:34]2[CH:38]=[C:30]([F:29])[CH:31]=[N:32][C:33]=2[O:39][CH2:40][CH2:41][O:42][CH3:43])[N:3]=1, predict the reactants needed to synthesize it. The reactants are: [NH2:1][CH:2]1[C:8](=[O:9])[NH:7][C:6]2[CH:10]=[CH:11][CH:12]=[CH:13][C:5]=2[C:4]([C:14]2[C:19]([CH2:20][N:21]3[CH2:26][CH2:25][O:24][CH2:23][CH2:22]3)=[CH:18][C:17]([Cl:27])=[CH:16][C:15]=2[Cl:28])=[N:3]1.[F:29][C:30]1[CH:31]=[N:32][C:33]([O:39][CH2:40][CH2:41][O:42][CH3:43])=[C:34]([CH:38]=1)[C:35](O)=[O:36]. (2) Given the product [NH2:1][C:2]1[NH:7][C:6](=[O:8])[C:5]([C:10](=[O:27])[CH2:11][CH2:12][CH:13]2[CH2:18][CH2:17][N:16]([CH:19]([CH3:26])[C:20](=[O:25])[C:21]([CH3:24])([CH3:23])[CH2:22][CH2:37][C:29](=[O:36])[CH2:30][CH3:31])[CH2:15][CH2:14]2)=[CH:4][C:3]=1[Cl:28], predict the reactants needed to synthesize it. The reactants are: [NH2:1][C:2]1[N:7]=[C:6]([O:8]C)[C:5]([C:10](=[O:27])[CH2:11][CH2:12][CH:13]2[CH2:18][CH2:17][N:16]([CH:19]([CH3:26])[C:20](=[O:25])[C:21]([CH3:24])([CH3:23])[CH3:22])[CH2:15][CH2:14]2)=[CH:4][C:3]=1[Cl:28].[C:29]([OH:36])(=O)/[CH:30]=[CH:31]/C(O)=O.[CH3:37]O.